Dataset: Full USPTO retrosynthesis dataset with 1.9M reactions from patents (1976-2016). Task: Predict the reactants needed to synthesize the given product. (1) Given the product [Br:1][C:2]1[C:3]([OH:8])=[C:4]([CH:5]=[CH:6][CH:7]=1)[CH:12]=[O:13], predict the reactants needed to synthesize it. The reactants are: [Br:1][C:2]1[CH:7]=[CH:6][CH:5]=[CH:4][C:3]=1[OH:8].[Cl-].[Mg+2].[Cl-].[CH2:12]=[O:13].CCN(CC)CC. (2) Given the product [CH2:1]([O:3][C:4](=[O:16])[C:5]1[CH:6]=[C:7]([C:12]([CH3:15])([CH3:14])[CH3:13])[N:8]=[C:9]([Br:17])[C:10]=1[OH:11])[CH3:2], predict the reactants needed to synthesize it. The reactants are: [CH2:1]([O:3][C:4](=[O:16])[C:5]1[C:10]([OH:11])=[CH:9][N:8]=[C:7]([C:12]([CH3:15])([CH3:14])[CH3:13])[CH:6]=1)[CH3:2].[Br:17]N1C(=O)CCC1=O.C([O-])(O)=O.[Na+]. (3) Given the product [Br:1][C:2]1[CH:3]=[CH:4][C:5]2[O:14][C:13]3[C:12](=[O:15])[NH:11][C:10]([C:16]4[CH:21]=[CH:20][C:19]([NH:22][C:23]([C:25]5[CH:26]=[CH:27][C:28]([CH2:31][OH:32])=[CH:29][N:30]=5)=[O:24])=[CH:18][C:17]=4[Cl:35])=[N:9][C:8]=3[C:6]=2[CH:7]=1, predict the reactants needed to synthesize it. The reactants are: [Br:1][C:2]1[CH:3]=[CH:4][C:5]2[O:14][C:13]3[C:12](=[O:15])[NH:11][C:10]([C:16]4[CH:21]=[CH:20][C:19]([NH:22][C:23]([C:25]5[N:30]=[CH:29][C:28]([C:31](OC)=[O:32])=[CH:27][CH:26]=5)=[O:24])=[CH:18][C:17]=4[Cl:35])=[N:9][C:8]=3[C:6]=2[CH:7]=1.[H-].[H-].[H-].[H-].[Li+].[Al+3].C1COCC1.